This data is from Catalyst prediction with 721,799 reactions and 888 catalyst types from USPTO. The task is: Predict which catalyst facilitates the given reaction. (1) Reactant: [Cl:1][C:2]1[CH:11]=[CH:10][C:9]2[C:8]([C:12]([OH:14])=O)=[C:7]([Cl:15])[CH:6]=[CH:5][C:4]=2[N:3]=1.C[N:17]([CH3:20])C=O.[C:21](Cl)(=[O:25])[C:22](Cl)=O. Product: [Cl:1][C:2]1[CH:11]=[CH:10][C:9]2[C:8]([C:12]([NH:17][CH2:20][C:21]3([OH:25])[CH2:22][CH2:6][CH2:5][CH2:4][CH2:9][CH2:8]3)=[O:14])=[C:7]([Cl:15])[CH:6]=[CH:5][C:4]=2[N:3]=1. The catalyst class is: 4. (2) Reactant: [N+:1]([CH2:4][CH:5]([NH:16][C:17](=[O:23])[O:18][C:19]([CH3:22])([CH3:21])[CH3:20])[C:6]1[CH:11]=[CH:10][CH:9]=[C:8]([C:12]([F:15])([F:14])[F:13])[CH:7]=1)([O-])=O.[H][H]. Product: [NH2:1][CH2:4][CH:5]([NH:16][C:17](=[O:23])[O:18][C:19]([CH3:21])([CH3:20])[CH3:22])[C:6]1[CH:11]=[CH:10][CH:9]=[C:8]([C:12]([F:15])([F:14])[F:13])[CH:7]=1. The catalyst class is: 94.